From a dataset of Cav3 T-type calcium channel HTS with 100,875 compounds. Binary Classification. Given a drug SMILES string, predict its activity (active/inactive) in a high-throughput screening assay against a specified biological target. (1) The drug is Clc1ccc(C(=O)NC(=S)Nc2cc(NC(=O)C(C)C)ccc2)cc1. The result is 0 (inactive). (2) The molecule is O=C(N1CCN(CC1)C)CCc1[nH]c2c(c(=O)n1)cccc2. The result is 0 (inactive). (3) The drug is S(Cc1nc(sc1)c1ccccc1)c1n(N)c(nn1)c1sccc1. The result is 0 (inactive). (4) The compound is O=C1N(C(CNC1=O)Cc1ccc(O)cc1)CCc1c2c(ccc1)cccc2. The result is 0 (inactive). (5) The molecule is S(=O)(=O)(N1CCN(CC1)Cc1ccccc1)Cc1ccccc1. The result is 0 (inactive). (6) The drug is S(=O)(=O)(Nc1cc(ccc1)C)c1sccc1. The result is 0 (inactive). (7) The compound is S(CC(=O)NCCOc1ccccc1)c1sc(nn1)N. The result is 0 (inactive).